This data is from Forward reaction prediction with 1.9M reactions from USPTO patents (1976-2016). The task is: Predict the product of the given reaction. (1) Given the reactants [NH2:1][C:2]1[N:3]=[C:4](Cl)[C:5]2[S:10][C:9](=[O:11])[N:8]([C@@H:12]3[O:24][C@H:23]([CH2:25][O:26][C:27](=[O:29])[CH3:28])[C@@H:18]([O:19][C:20](=[O:22])[CH3:21])[C@H:13]3[O:14][C:15](=[O:17])[CH3:16])[C:6]=2[N:7]=1, predict the reaction product. The product is: [NH2:1][C:2]1[N:3]=[CH:4][C:5]2[S:10][C:9](=[O:11])[N:8]([C@@H:12]3[O:24][C@H:23]([CH2:25][O:26][C:27](=[O:29])[CH3:28])[C@@H:18]([O:19][C:20](=[O:22])[CH3:21])[C@H:13]3[O:14][C:15](=[O:17])[CH3:16])[C:6]=2[N:7]=1. (2) Given the reactants [N:1]1([C:6]2([C:10]#[N:11])[CH2:9]O[CH2:7]2)[CH2:5]CC[CH2:2]1.[C:12]1(=O)CCC1.Cl.CNC, predict the reaction product. The product is: [CH3:5][N:1]([CH3:2])[C:6]1([C:10]#[N:11])[CH2:7][CH2:12][CH2:9]1. (3) Given the reactants CN(C)[S:3]([C:6]1[CH:14]=[C:13]2[C:9]([CH:10]=[CH:11][NH:12]2)=[C:8]([Br:15])[CH:7]=1)(=[O:5])=[O:4].Br[C:18]1C=C(S(C)(=O)=O)C=C([N+]([O-])=O)C=1C, predict the reaction product. The product is: [Br:15][C:8]1[CH:7]=[C:6]([S:3]([CH3:18])(=[O:5])=[O:4])[CH:14]=[C:13]2[C:9]=1[CH:10]=[CH:11][NH:12]2. (4) Given the reactants [CH2:1]([O:8][C:9]([N:11]1[CH:16]=[CH:15][C:14](=[O:17])[CH2:13][CH:12]1[C:18]1[CH:23]=[CH:22][C:21]([F:24])=[CH:20][C:19]=1[CH3:25])=[O:10])[C:2]1[CH:7]=[CH:6][CH:5]=[CH:4][CH:3]=1, predict the reaction product. The product is: [CH2:1]([O:8][C:9]([N:11]1[CH2:16][CH2:15][C:14](=[O:17])[CH2:13][CH:12]1[C:18]1[CH:23]=[CH:22][C:21]([F:24])=[CH:20][C:19]=1[CH3:25])=[O:10])[C:2]1[CH:3]=[CH:4][CH:5]=[CH:6][CH:7]=1. (5) Given the reactants [CH3:1][C:2]1[CH:6]=[C:5]([C:7]2[CH:12]=[C:11]([O:13][C:14]3[CH:15]=[CH:16][C:17]([NH:20]C(=O)OC(C)(C)C)=[N:18][CH:19]=3)[CH:10]=[CH:9][N:8]=2)[O:4][N:3]=1.Cl, predict the reaction product. The product is: [CH3:1][C:2]1[CH:6]=[C:5]([C:7]2[CH:12]=[C:11]([O:13][C:14]3[CH:15]=[CH:16][C:17]([NH2:20])=[N:18][CH:19]=3)[CH:10]=[CH:9][N:8]=2)[O:4][N:3]=1. (6) Given the reactants [NH2:1][CH:2]1[CH2:5][C:4](=[O:6])[CH2:3]1.C(N(CC)CC)C.[CH3:14][C:15]([O:18][C:19](O[C:19]([O:18][C:15]([CH3:17])([CH3:16])[CH3:14])=[O:20])=[O:20])([CH3:17])[CH3:16], predict the reaction product. The product is: [O:6]=[C:4]1[CH2:5][CH:2]([NH:1][C:19](=[O:20])[O:18][C:15]([CH3:17])([CH3:16])[CH3:14])[CH2:3]1. (7) Given the reactants Cl[C:2]1[C:7]([C:8]([O:10][CH2:11][CH3:12])=[O:9])=[CH:6][N:5]=[C:4]2[N:13]([CH3:17])[N:14]=[C:15]([CH3:16])[C:3]=12.CN[S:20]([C:23]1[CH:28]=[CH:27][C:26]([F:29])=[CH:25][CH:24]=1)(=[O:22])=[O:21].C([O-])([O-])=O.[K+].[K+].[CH3:36][N:37]1CCCC1=O, predict the reaction product. The product is: [F:29][C:26]1[CH:25]=[CH:24][C:23]([S:20]([CH2:36][NH:37][C:2]2[C:7]([C:8]([O:10][CH2:11][CH3:12])=[O:9])=[CH:6][N:5]=[C:4]3[N:13]([CH3:17])[N:14]=[C:15]([CH3:16])[C:3]=23)(=[O:21])=[O:22])=[CH:28][CH:27]=1.